Dataset: Forward reaction prediction with 1.9M reactions from USPTO patents (1976-2016). Task: Predict the product of the given reaction. (1) Given the reactants [NH2:1][C:2]1[NH:7][C:6](=[O:8])[NH:5][C:4](=[O:9])[CH:3]=1.[CH3:10][C:11]([O-])=O.[Na+].ClCC=O, predict the reaction product. The product is: [OH:8][C:6]1[N:5]=[C:4]([OH:9])[C:3]2[CH:11]=[CH:10][NH:1][C:2]=2[N:7]=1. (2) The product is: [F:39][C:25]([F:24])([F:38])[C:26]([C:2]1[CH:18]=[CH:17][C:5]2[N:6]([C:10]3[CH:15]=[CH:14][C:13]([F:16])=[CH:12][CH:11]=3)[C:7]([CH3:9])=[N:8][C:4]=2[CH:3]=1)([C:28]1[C:36]2[C:31](=[CH:32][CH:33]=[CH:34][CH:35]=2)[N:30]([CH3:37])[CH:29]=1)[OH:27]. Given the reactants Br[C:2]1[CH:18]=[CH:17][C:5]2[N:6]([C:10]3[CH:15]=[CH:14][C:13]([F:16])=[CH:12][CH:11]=3)[C:7]([CH3:9])=[N:8][C:4]=2[CH:3]=1.C([Li])CCC.[F:24][C:25]([F:39])([F:38])[C:26]([C:28]1[C:36]2[C:31](=[CH:32][CH:33]=[CH:34][CH:35]=2)[N:30]([CH3:37])[CH:29]=1)=[O:27], predict the reaction product. (3) Given the reactants [CH3:1][O:2][CH2:3][CH2:4][NH:5][C:6]([N:8]1[CH2:13][CH:12]([C:14]2[CH:19]=[CH:18][C:17]([C:20]([F:23])([F:22])[F:21])=[CH:16][CH:15]=2)[CH2:11][CH:10]([C:24]([OH:26])=O)[CH2:9]1)=[O:7].O[N:28]=[C:29]([NH2:34])[CH2:30][CH2:31][O:32][CH3:33], predict the reaction product. The product is: [CH3:1][O:2][CH2:3][CH2:4][NH:5][C:6]([N:8]1[CH2:13][CH:12]([C:14]2[CH:15]=[CH:16][C:17]([C:20]([F:21])([F:22])[F:23])=[CH:18][CH:19]=2)[CH2:11][CH:10]([C:24]2[O:26][N:34]=[C:29]([CH2:30][CH2:31][O:32][CH3:33])[N:28]=2)[CH2:9]1)=[O:7]. (4) Given the reactants [I:1][C:2]1[C:3]([CH3:14])=[CH:4][C:5]([O:12][CH3:13])=[C:6]([CH:11]=1)[C:7]([O:9]C)=[O:8].[OH-].[Na+], predict the reaction product. The product is: [I:1][C:2]1[C:3]([CH3:14])=[CH:4][C:5]([O:12][CH3:13])=[C:6]([CH:11]=1)[C:7]([OH:9])=[O:8]. (5) Given the reactants [CH3:1][C:2]1[CH:7]=[CH:6][N:5]=[C:4]([C:8]2[N:12]([C:13]3[CH:14]=[N:15][CH:16]=[CH:17][CH:18]=3)[N:11]=[C:10]([C:19]([OH:21])=O)[CH:9]=2)[CH:3]=1.[C:22]([NH2:26])([CH3:25])([CH3:24])[CH3:23], predict the reaction product. The product is: [C:22]([NH:26][C:19]([C:10]1[CH:9]=[C:8]([C:4]2[CH:3]=[C:2]([CH3:1])[CH:7]=[CH:6][N:5]=2)[N:12]([C:13]2[CH:14]=[N:15][CH:16]=[CH:17][CH:18]=2)[N:11]=1)=[O:21])([CH3:25])([CH3:24])[CH3:23]. (6) The product is: [F:17][C:16]([F:19])([F:18])[C@H:14]([OH:15])[CH2:13][O:10][CH2:9][C:8]1[CH:11]=[CH:12][C:5]([O:4][CH3:3])=[CH:6][CH:7]=1. Given the reactants [H-].[Na+].[CH3:3][O:4][C:5]1[CH:12]=[CH:11][C:8]([CH2:9][OH:10])=[CH:7][CH:6]=1.[CH2:13]1[O:15][C@H:14]1[C:16]([F:19])([F:18])[F:17], predict the reaction product. (7) Given the reactants [CH2:1]([O:8][C:9]([N:11]([CH2:32][C:33]([N:35]1[CH2:39][C@@H:38]([F:40])[CH2:37][C@H:36]1[C:41]#[N:42])=[O:34])[C:12]12[CH2:19][CH2:18][C:15]([C:20]([O:22]N3C4C=CC=CC=4N=N3)=O)([CH2:16][CH2:17]1)[CH2:14][CH2:13]2)=[O:10])[C:2]1[CH:7]=[CH:6][CH:5]=[CH:4][CH:3]=1.[OH:43][CH:44]1[CH2:49][CH2:48][NH:47][CH2:46][CH2:45]1, predict the reaction product. The product is: [CH2:1]([O:8][C:9]([N:11]([CH2:32][C:33]([N:35]1[CH2:39][C@@H:38]([F:40])[CH2:37][C@H:36]1[C:41]#[N:42])=[O:34])[C:12]12[CH2:17][CH2:16][C:15]([C:20]([N:47]3[CH2:48][CH2:49][CH:44]([OH:43])[CH2:45][CH2:46]3)=[O:22])([CH2:14][CH2:13]1)[CH2:18][CH2:19]2)=[O:10])[C:2]1[CH:7]=[CH:6][CH:5]=[CH:4][CH:3]=1. (8) Given the reactants COC1C=CC(C[N:8]2[C:16]3[CH:15]=[CH:14][N:13]=[C:12]([NH:17][CH:18]4[CH2:23][CH2:22][O:21][CH2:20][CH2:19]4)[C:11]=3[C:10]([C:24]3[CH:25]=[C:26]([CH:32]=[CH:33][N:34]=3)[C:27]([N:29]([CH3:31])[CH3:30])=[O:28])=[N:9]2)=CC=1.[C:37](O)(C(F)(F)F)=O, predict the reaction product. The product is: [CH3:30][N:29]([CH3:31])[C:27](=[O:28])[C:26]1[CH:32]=[CH:33][N:34]=[C:24]([C:10]2[C:11]3[C:12]([NH:17][CH:18]4[CH2:23][CH2:22][O:21][CH2:20][CH2:19]4)=[N:13][C:14]([CH3:37])=[CH:15][C:16]=3[NH:8][N:9]=2)[CH:25]=1.